Dataset: Full USPTO retrosynthesis dataset with 1.9M reactions from patents (1976-2016). Task: Predict the reactants needed to synthesize the given product. Given the product [Br:1][C:2]1[CH:10]=[C:9]2[C:5]([C:6]([CH2:11][C:18]#[N:19])=[CH:7][NH:8]2)=[CH:4][CH:3]=1, predict the reactants needed to synthesize it. The reactants are: [Br:1][C:2]1[CH:10]=[C:9]2[C:5]([C:6]([CH2:11]N(C)C)=[CH:7][NH:8]2)=[CH:4][CH:3]=1.[C-]#N.[Na+].[CH3:18][N:19](C=O)C.Cl.